This data is from Full USPTO retrosynthesis dataset with 1.9M reactions from patents (1976-2016). The task is: Predict the reactants needed to synthesize the given product. Given the product [NH2:12][C:8]1[CH:7]=[C:6]2[C:11](=[CH:10][CH:9]=1)[N:3]([CH2:1][CH3:2])[C:4](=[O:17])[C:5]12[CH2:16][CH2:15]1, predict the reactants needed to synthesize it. The reactants are: [CH2:1]([N:3]1[C:11]2[C:6](=[CH:7][C:8]([N+:12]([O-])=O)=[CH:9][CH:10]=2)[C:5]2([CH2:16][CH2:15]2)[C:4]1=[O:17])[CH3:2].O.O.[Sn](Cl)Cl.[OH-].[Na+].